Regression/Classification. Given a drug SMILES string, predict its absorption, distribution, metabolism, or excretion properties. Task type varies by dataset: regression for continuous measurements (e.g., permeability, clearance, half-life) or binary classification for categorical outcomes (e.g., BBB penetration, CYP inhibition). Dataset: cyp1a2_veith. From a dataset of CYP1A2 inhibition data for predicting drug metabolism from PubChem BioAssay. (1) The molecule is CCOC(=O)NCc1ccc2c(c1)cc(C)n2C. The result is 1 (inhibitor). (2) The molecule is CCOC(=O)c1c(C)n(C)c2ccc(OC(=O)c3ccco3)cc12. The result is 1 (inhibitor).